From a dataset of Catalyst prediction with 721,799 reactions and 888 catalyst types from USPTO. Predict which catalyst facilitates the given reaction. (1) Reactant: [CH3:1][O:2][CH2:3][C@@H:4]1[CH2:8][N:7]([C:9]([O:11][CH2:12][C:13]2[CH:18]=[CH:17][CH:16]=[CH:15][CH:14]=2)=[O:10])[C@H:6]([C:19]2[NH:20][C:21]([C:24]3[CH:29]=[CH:28][C:27](B4OC(C)(C)C(C)(C)O4)=[CH:26][CH:25]=3)=[CH:22][N:23]=2)[CH2:5]1.Br[C:40]1[CH:45]=[CH:44][C:43]([C:46](=[O:56])[CH2:47][NH:48][C:49](=[O:55])[O:50][C:51]([CH3:54])([CH3:53])[CH3:52])=[CH:42][CH:41]=1.C([O-])([O-])=O.[K+].[K+]. Product: [C:51]([O:50][C:49]([NH:48][CH2:47][C:46]([C:43]1[CH:42]=[CH:41][C:40]([C:27]2[CH:28]=[CH:29][C:24]([C:21]3[NH:20][C:19]([C@@H:6]4[CH2:5][C@H:4]([CH2:3][O:2][CH3:1])[CH2:8][N:7]4[C:9]([O:11][CH2:12][C:13]4[CH:14]=[CH:15][CH:16]=[CH:17][CH:18]=4)=[O:10])=[N:23][CH:22]=3)=[CH:25][CH:26]=2)=[CH:45][CH:44]=1)=[O:56])=[O:55])([CH3:54])([CH3:52])[CH3:53]. The catalyst class is: 104. (2) Reactant: [CH2:1]([CH:3]1[N:12]2[C:7](=[CH:8][C:9](=[O:18])[C:10]([C:13]([O:15]CC)=[O:14])=[CH:11]2)[C:6]2[CH:19]=[C:20]([O:28][CH3:29])[C:21]([O:23][CH2:24][CH2:25][CH2:26][OH:27])=[CH:22][C:5]=2[CH2:4]1)[CH3:2].[OH-].[Na+].Cl. Product: [CH2:1]([CH:3]1[N:12]2[C:7](=[CH:8][C:9](=[O:18])[C:10]([C:13]([OH:15])=[O:14])=[CH:11]2)[C:6]2[CH:19]=[C:20]([O:28][CH3:29])[C:21]([O:23][CH2:24][CH2:25][CH2:26][OH:27])=[CH:22][C:5]=2[CH2:4]1)[CH3:2]. The catalyst class is: 1.